This data is from NCI-60 drug combinations with 297,098 pairs across 59 cell lines. The task is: Regression. Given two drug SMILES strings and cell line genomic features, predict the synergy score measuring deviation from expected non-interaction effect. (1) Drug 1: CS(=O)(=O)CCNCC1=CC=C(O1)C2=CC3=C(C=C2)N=CN=C3NC4=CC(=C(C=C4)OCC5=CC(=CC=C5)F)Cl. Drug 2: CCCCC(=O)OCC(=O)C1(CC(C2=C(C1)C(=C3C(=C2O)C(=O)C4=C(C3=O)C=CC=C4OC)O)OC5CC(C(C(O5)C)O)NC(=O)C(F)(F)F)O. Cell line: UO-31. Synergy scores: CSS=40.3, Synergy_ZIP=-4.48, Synergy_Bliss=0.779, Synergy_Loewe=-2.03, Synergy_HSA=-1.03. (2) Drug 1: CS(=O)(=O)CCNCC1=CC=C(O1)C2=CC3=C(C=C2)N=CN=C3NC4=CC(=C(C=C4)OCC5=CC(=CC=C5)F)Cl. Drug 2: CC(C)(C#N)C1=CC(=CC(=C1)CN2C=NC=N2)C(C)(C)C#N. Cell line: SF-295. Synergy scores: CSS=-3.99, Synergy_ZIP=-0.333, Synergy_Bliss=-1.41, Synergy_Loewe=-5.09, Synergy_HSA=-4.49. (3) Cell line: OVCAR-4. Drug 2: C1=NC2=C(N1)C(=S)N=CN2. Drug 1: C1=NC2=C(N=C(N=C2N1C3C(C(C(O3)CO)O)O)F)N. Synergy scores: CSS=47.2, Synergy_ZIP=-2.65, Synergy_Bliss=-0.311, Synergy_Loewe=-19.3, Synergy_HSA=1.16.